From a dataset of Hepatocyte clearance measurements from AstraZeneca. Regression/Classification. Given a drug SMILES string, predict its absorption, distribution, metabolism, or excretion properties. Task type varies by dataset: regression for continuous measurements (e.g., permeability, clearance, half-life) or binary classification for categorical outcomes (e.g., BBB penetration, CYP inhibition). For this dataset (clearance_hepatocyte_az), we predict log10(clearance) (log10 of the in vitro intrinsic clearance, CLint, in uL/min per 10^6 hepatocytes; values are censored to the assay range of 3 to 150, which is 0.477 to 2.18 on this log10 scale). (1) The molecule is CC(=O)Nc1ccc2ccn(-c3cc(Nc4ccn(C)n4)n4ncc(C#N)c4n3)c2c1. The log10(clearance) is 1.63. (2) The drug is Cc1nn(C)c2ccc(N3CCN(C(=O)[C@@H]4CCCC[C@H]4C(=O)NC4(C#N)CC4)[C@H](C)C3)cc12. The log10(clearance) is 0.480. (3) The compound is O=C(O)c1cn(C2CC2)c2cc(N3CCNCC3)c(F)cc2c1=O. The log10(clearance) is 0.620. (4) The compound is CCN(CC)S(=O)(=O)c1ccc(-c2nnc(SCC(=O)N3CCc4ccccc43)o2)cc1. The log10(clearance) is 2.18. (5) The compound is O=c1c2sccc2n(CC2COc3ccccc3O2)c(=O)n1O. The log10(clearance) is 2.13.